Dataset: Catalyst prediction with 721,799 reactions and 888 catalyst types from USPTO. Task: Predict which catalyst facilitates the given reaction. (1) Reactant: [O:1]1[CH2:6][CH2:5][N:4]([CH2:7][CH2:8][CH2:9][C:10]([OH:12])=O)[CH2:3][CH2:2]1.[NH2:13][C:14]1[S:15][C:16]2[CH:22]=[C:21]([Br:23])[CH:20]=[CH:19][C:17]=2[N:18]=1.CN(C(ON1N=NC2C=CC=NC1=2)=[N+](C)C)C.F[P-](F)(F)(F)(F)F.CCN(C(C)C)C(C)C. Product: [Br:23][C:21]1[CH:20]=[CH:19][C:17]2[N:18]=[C:14]([NH:13][C:10](=[O:12])[CH2:9][CH2:8][CH2:7][N:4]3[CH2:3][CH2:2][O:1][CH2:6][CH2:5]3)[S:15][C:16]=2[CH:22]=1. The catalyst class is: 1. (2) Reactant: [CH:1]1([C@H:5]([N:7]([CH2:14][C:15]2[N:16]=[N:17][N:18]([CH2:20][C:21]3[CH:26]=[CH:25][C:24]([O:27][CH3:28])=[CH:23][C:22]=3[O:29][CH3:30])[CH:19]=2)S(C(C)(C)C)=O)[CH3:6])[CH2:4][CH2:3][CH2:2]1. Product: [CH:1]1([C@H:5]([NH:7][CH2:14][C:15]2[N:16]=[N:17][N:18]([CH2:20][C:21]3[CH:26]=[CH:25][C:24]([O:27][CH3:28])=[CH:23][C:22]=3[O:29][CH3:30])[CH:19]=2)[CH3:6])[CH2:4][CH2:3][CH2:2]1. The catalyst class is: 33. (3) Reactant: [H-].[Na+].[Cl:3][C:4]1[CH:9]=[CH:8][C:7]([S:10]([N:13]2[CH:22]3[CH2:23][CH:24]([C:26]4([OH:29])[CH2:28][CH2:27]4)[CH2:25][CH:14]2[CH2:15][C:16]2([CH2:21]3)[O:20][CH2:19][CH2:18][O:17]2)(=[O:12])=[O:11])=[CH:6][CH:5]=1.I[CH3:31]. Product: [Cl:3][C:4]1[CH:9]=[CH:8][C:7]([S:10]([N:13]2[CH:14]3[CH2:25][CH:24]([C:26]4([O:29][CH3:31])[CH2:28][CH2:27]4)[CH2:23][CH:22]2[CH2:21][C:16]2([CH2:15]3)[O:20][CH2:19][CH2:18][O:17]2)(=[O:12])=[O:11])=[CH:6][CH:5]=1. The catalyst class is: 49. (4) Reactant: [C:1]([O:5][C:6]([N:8]1[CH2:13][CH2:12][N:11]([C:14]2[CH:19]=[C:18]([NH2:20])[C:17]([N+:21]([O-])=O)=[CH:16][C:15]=2[F:24])[CH2:10][CH2:9]1)=[O:7])([CH3:4])([CH3:3])[CH3:2].[H][H]. Product: [C:1]([O:5][C:6]([N:8]1[CH2:9][CH2:10][N:11]([C:14]2[CH:19]=[C:18]([NH2:20])[C:17]([NH2:21])=[CH:16][C:15]=2[F:24])[CH2:12][CH2:13]1)=[O:7])([CH3:4])([CH3:2])[CH3:3]. The catalyst class is: 19.